From a dataset of Forward reaction prediction with 1.9M reactions from USPTO patents (1976-2016). Predict the product of the given reaction. (1) Given the reactants C([N:8]1[CH2:13][CH2:12][N:11]([CH2:14][CH2:15][NH:16][C:17]([CH:19]2[CH2:24][CH2:23][CH2:22][CH2:21][CH2:20]2)=[O:18])[CH2:10][CH2:9]1)C1C=CC=CC=1.Cl.ClCCl, predict the reaction product. The product is: [N:11]1([CH2:14][CH2:15][NH:16][C:17]([CH:19]2[CH2:24][CH2:23][CH2:22][CH2:21][CH2:20]2)=[O:18])[CH2:12][CH2:13][NH:8][CH2:9][CH2:10]1. (2) The product is: [F:1][C:2]([F:7])([F:6])[C:3]([OH:5])=[O:4].[F:1][C:2]([F:7])([F:6])[C:3]([O-:5])=[O:4].[O:46]1[CH:50]=[CH:49][CH:48]=[C:47]1[CH2:51][NH:52][C:8]([CH2:11][N+:12]12[CH2:19][CH2:18][CH:15]([CH2:16][CH2:17]1)[C@@H:14]([O:20][C:21](=[O:36])[C:22]([OH:35])([C:23]1[CH:28]=[CH:27][CH:26]=[CH:25][CH:24]=1)[C:29]1[CH:30]=[CH:31][CH:32]=[CH:33][CH:34]=1)[CH2:13]2)=[O:9]. Given the reactants [F:1][C:2]([F:7])([F:6])[C:3]([O-:5])=[O:4].[C:8]([CH2:11][N+:12]12[CH2:19][CH2:18][CH:15]([CH2:16][CH2:17]1)[C@@H:14]([O:20][C:21](=[O:36])[C:22]([OH:35])([C:29]1[CH:34]=[CH:33][CH:32]=[CH:31][CH:30]=1)[C:23]1[CH:28]=[CH:27][CH:26]=[CH:25][CH:24]=1)[CH2:13]2)(O)=[O:9].CCN(C(C)C)C(C)C.[O:46]1[CH:50]=[CH:49][CH:48]=[C:47]1[CH2:51][NH2:52].C1CN([P+](ON2N=NC3C=CC=CC2=3)(N2CCCC2)N2CCCC2)CC1.F[P-](F)(F)(F)(F)F, predict the reaction product. (3) The product is: [Br:48][C:49]1[CH:54]=[CH:53][C:52]([CH:55]2[N:59]([C:60]3[CH:61]=[CH:62][C:63]([C:66]([CH3:69])([CH3:68])[CH3:67])=[CH:64][CH:65]=3)[CH:58]([C:70]3[CH:75]=[CH:74][C:73]([NH:76][CH2:77][C:78]4[CH:83]=[CH:82][C:81]([O:84][CH3:85])=[CH:80][C:79]=4[O:86][CH3:87])=[C:72]([NH:88][C:14]([C@@H:10]4[CH2:11][CH2:12][CH2:13][N:9]4[C:7](=[O:8])[C@@H:6]([NH:5][C:3](=[O:4])[O:2][CH3:1])[CH:17]([CH3:19])[CH3:18])=[O:16])[CH:71]=3)[CH2:57][CH2:56]2)=[CH:51][CH:50]=1. Given the reactants [CH3:1][O:2][C:3]([NH:5][C@@H:6]([CH:17]([CH3:19])[CH3:18])[C:7]([N:9]1[CH2:13][CH2:12][CH2:11][C@H:10]1[C:14]([OH:16])=O)=[O:8])=[O:4].C1C=CC2N(O)N=NC=2C=1.CCN=C=NCCCN(C)C.CN1CCOCC1.[Br:48][C:49]1[CH:54]=[CH:53][C:52]([CH:55]2[N:59]([C:60]3[CH:65]=[CH:64][C:63]([C:66]([CH3:69])([CH3:68])[CH3:67])=[CH:62][CH:61]=3)[CH:58]([C:70]3[CH:71]=[C:72]([NH2:88])[C:73]([NH:76][CH2:77][C:78]4[CH:83]=[CH:82][C:81]([O:84][CH3:85])=[CH:80][C:79]=4[O:86][CH3:87])=[CH:74][CH:75]=3)[CH2:57][CH2:56]2)=[CH:51][CH:50]=1, predict the reaction product. (4) Given the reactants O1CCN([C:7]2[CH:12]=[CH:11][C:10]([NH:13][C:14]([C:16]3[CH:17]=[C:18]([CH:26]=[CH:27][CH:28]=3)[CH2:19][S:20][CH2:21][CH2:22][C:23]([OH:25])=[O:24])=[O:15])=[C:9]([C:29]3[CH:34]=[C:33]([C:35](=[O:48])[NH:36][CH2:37][C:38]4[CH:43]=[CH:42][CH:41]=[C:40]([C:44]([F:47])([F:46])[F:45])[CH:39]=4)[CH:32]=[CH:31][N:30]=3)[CH:8]=2)CC1.[NH:49]1[CH2:54][CH2:53][S:52][CH2:51][CH2:50]1, predict the reaction product. The product is: [S:52]1[CH2:53][CH2:54][N:49]([C:7]2[CH:12]=[CH:11][C:10]([NH:13][C:14]([C:16]3[CH:17]=[C:18]([CH:26]=[CH:27][CH:28]=3)[CH2:19][S:20][CH2:21][CH2:22][C:23]([OH:25])=[O:24])=[O:15])=[C:9]([C:29]3[CH:34]=[C:33]([C:35](=[O:48])[NH:36][CH2:37][C:38]4[CH:43]=[CH:42][CH:41]=[C:40]([C:44]([F:45])([F:47])[F:46])[CH:39]=4)[CH:32]=[CH:31][N:30]=3)[CH:8]=2)[CH2:50][CH2:51]1. (5) Given the reactants Cl.[C:2]([C:5]1[CH:6]=[CH:7][C:8]([CH3:28])=[C:9]([NH:11][C:12](=[O:27])[C:13]2[CH:18]=[CH:17][C:16]([O:19][CH2:20][C:21]3[CH:26]=[CH:25][CH:24]=[CH:23][N:22]=3)=[CH:15][CH:14]=2)[CH:10]=1)(=[NH:4])[NH2:3].[OH:29][CH:30](O)[C:31](=O)[CH3:32].[NH4+].[OH-], predict the reaction product. The product is: [OH:29][CH2:30][C:31]1[N:4]=[C:2]([C:5]2[CH:6]=[CH:7][C:8]([CH3:28])=[C:9]([NH:11][C:12](=[O:27])[C:13]3[CH:18]=[CH:17][C:16]([O:19][CH2:20][C:21]4[CH:26]=[CH:25][CH:24]=[CH:23][N:22]=4)=[CH:15][CH:14]=3)[CH:10]=2)[NH:3][CH:32]=1. (6) Given the reactants [NH:1]1[CH2:6][CH2:5][CH:4]([NH:7][C:8]([C:10]2[C:14]3[N:15]=[CH:16][N:17]=[C:18]([C:19]4[C:27]5[O:26][CH2:25][O:24][C:23]=5[CH:22]=[CH:21][C:20]=4[O:28][CH2:29][CH2:30][O:31][CH3:32])[C:13]=3[NH:12][CH:11]=2)=[O:9])[CH2:3][CH2:2]1.[CH:33]1([C:36](Cl)=[O:37])[CH2:35][CH2:34]1, predict the reaction product. The product is: [CH:33]1([C:36]([N:1]2[CH2:2][CH2:3][CH:4]([NH:7][C:8]([C:10]3[C:14]4[N:15]=[CH:16][N:17]=[C:18]([C:19]5[C:27]6[O:26][CH2:25][O:24][C:23]=6[CH:22]=[CH:21][C:20]=5[O:28][CH2:29][CH2:30][O:31][CH3:32])[C:13]=4[NH:12][CH:11]=3)=[O:9])[CH2:5][CH2:6]2)=[O:37])[CH2:35][CH2:34]1. (7) Given the reactants [F:1][C:2]1[CH:3]=[C:4]([CH2:9][C@H:10]([NH:14][C:15](=[O:21])[O:16][C:17]([CH3:20])([CH3:19])[CH3:18])[C@H:11]2[CH2:13][O:12]2)[CH:5]=[C:6]([F:8])[CH:7]=1.[CH3:22][O:23][C:24]1[CH:25]=[C:26]([CH:29]=[CH:30][CH:31]=1)[CH2:27][NH2:28], predict the reaction product. The product is: [F:1][C:2]1[CH:3]=[C:4]([CH:5]=[C:6]([F:8])[CH:7]=1)[CH2:9][C@H:10]([NH:14][C:15](=[O:21])[O:16][C:17]([CH3:20])([CH3:19])[CH3:18])[C@H:11]([OH:12])[CH2:13][NH:28][CH2:27][C:26]1[CH:29]=[CH:30][CH:31]=[C:24]([O:23][CH3:22])[CH:25]=1. (8) Given the reactants [NH2:1][OH:2].[NH:3]1[C:11]2[C:6](=[CH:7][C:8]([C:12]#[N:13])=[CH:9][CH:10]=2)[CH:5]=[N:4]1, predict the reaction product. The product is: [OH:2][N:1]=[C:12]([C:8]1[CH:7]=[C:6]2[C:11](=[CH:10][CH:9]=1)[NH:3][N:4]=[CH:5]2)[NH2:13].